From a dataset of Reaction yield outcomes from USPTO patents with 853,638 reactions. Predict the reaction yield, written as a fraction of the theoretical maximum amount of product (1.0 means a 100% yield; for example, 0.34 means a 34% yield). (1) The reactants are [Br:1][C:2]1[CH:3]=[C:4]([CH:13]([C:16]2[CH:21]=[CH:20][CH:19]=[CH:18][CH:17]=2)[CH:14]=[CH2:15])[C:5]([O:9][CH2:10][CH2:11][CH3:12])=[C:6]([CH:8]=1)[NH2:7].[N:22]([C:25]1[CH:30]=[CH:29][C:28]([CH3:31])=[CH:27][CH:26]=1)=[C:23]=[O:24].CN(C)CCN. The catalyst is C1COCC1. The product is [Br:1][C:2]1[CH:3]=[C:4]([CH:13]([C:16]2[CH:17]=[CH:18][CH:19]=[CH:20][CH:21]=2)[CH:14]=[CH2:15])[C:5]([O:9][CH2:10][CH2:11][CH3:12])=[C:6]([NH:7][C:23]([NH:22][C:25]2[CH:30]=[CH:29][C:28]([CH3:31])=[CH:27][CH:26]=2)=[O:24])[CH:8]=1. The yield is 0.746. (2) The yield is 0.940. The reactants are [CH2:1]([OH:13])[CH2:2][CH2:3][CH2:4][CH2:5][CH2:6][CH2:7][CH2:8][CH2:9][CH2:10][CH2:11][CH3:12].C(N(CC)CC)C.[Br:21][CH:22]([CH3:26])[C:23](Br)=[O:24]. The product is [Br:21][CH:22]([CH3:26])[C:23]([O:13][CH2:1][CH2:2][CH2:3][CH2:4][CH2:5][CH2:6][CH2:7][CH2:8][CH2:9][CH2:10][CH2:11][CH3:12])=[O:24]. The catalyst is C1(C)C=CC=CC=1.